From a dataset of Forward reaction prediction with 1.9M reactions from USPTO patents (1976-2016). Predict the product of the given reaction. (1) Given the reactants [Br-].O[C@@H]1CCC[N+](CC(=O)NC2C=CON=2)(C)C1.[CH3:19][N:20]1[CH2:25][CH2:24][CH:23]([OH:26])[CH2:22][CH2:21]1.[Br:27]CC(NC1C=CON=1)=O.Br[CH2:38][C:39]([NH:41][C:42]1[CH:47]=[N:46][CH:45]=[CH:44][N:43]=1)=[O:40], predict the reaction product. The product is: [Br-:27].[OH:26][CH:23]1[CH2:24][CH2:25][N+:20]([CH3:19])([CH2:38][C:39](=[O:40])[NH:41][C:42]2[CH:47]=[N:46][CH:45]=[CH:44][N:43]=2)[CH2:21][CH2:22]1. (2) Given the reactants C1(P([N:15]=[N+:16]=[N-:17])(C2C=CC=CC=2)=O)C=CC=CC=1.[Cl:18][C:19]1[CH:20]=[CH:21][C:22]([CH:25](O)[CH3:26])=[N:23][CH:24]=1.N12CCCN=C1CCCCC2.O, predict the reaction product. The product is: [N:15]([CH:25]([C:22]1[CH:21]=[CH:20][C:19]([Cl:18])=[CH:24][N:23]=1)[CH3:26])=[N+:16]=[N-:17].